From a dataset of Full USPTO retrosynthesis dataset with 1.9M reactions from patents (1976-2016). Predict the reactants needed to synthesize the given product. (1) Given the product [N:19]1([CH2:18][CH2:17][N:16]2[C:2]3[C:3](=[C:6]([C:10]4[CH:15]=[CH:14][CH:13]=[CH:12][CH:11]=4)[CH:7]=[CH:8][CH:9]=3)[CH2:4][NH:5][C:38]2=[O:39])[CH2:24][CH2:23][O:22][CH2:21][CH2:20]1, predict the reactants needed to synthesize it. The reactants are: F[C:2]1[CH:9]=[CH:8][CH:7]=[C:6]([C:10]2[CH:15]=[CH:14][CH:13]=[CH:12][CH:11]=2)[C:3]=1[C:4]#[N:5].[NH2:16][CH2:17][CH2:18][N:19]1[CH2:24][CH2:23][O:22][CH2:21][CH2:20]1.[H-].[Al+3].[Li+].[H-].[H-].[H-].S([O-])([O-])(=O)=O.[Na+].[Na+].[C:38](Cl)(Cl)=[O:39].C1(C)C=CC=CC=1. (2) Given the product [F:1][C:2]1[CH:8]=[CH:7][C:6]([C:9]([F:10])([F:11])[F:12])=[CH:5][C:3]=1[NH:4][C:20](=[O:21])[O:22][C:23]1[CH:28]=[CH:27][CH:26]=[CH:25][CH:24]=1, predict the reactants needed to synthesize it. The reactants are: [F:1][C:2]1[CH:8]=[CH:7][C:6]([C:9]([F:12])([F:11])[F:10])=[CH:5][C:3]=1[NH2:4].N1C=CC=CC=1.Cl[C:20]([O:22][C:23]1[CH:28]=[CH:27][CH:26]=[CH:25][CH:24]=1)=[O:21]. (3) Given the product [Br:1][C:2]1[CH:7]=[C:6]2[C:5](=[CH:4][CH:3]=1)[O:18][C:19]([CH3:20])=[C:9]([C:10]1[CH:15]=[CH:14][CH:13]=[CH:12][C:11]=1[F:16])[C:8]2=[O:17], predict the reactants needed to synthesize it. The reactants are: [Br:1][C:2]1[CH:3]=[CH:4][C:5]([OH:18])=[C:6]([C:8](=[O:17])[CH2:9][C:10]2[CH:15]=[CH:14][CH:13]=[CH:12][C:11]=2[F:16])[CH:7]=1.[C:19]([O-])(=O)[CH3:20].[Na+]. (4) Given the product [Br:1][C:2]1[CH:7]=[N+:6]([O-:19])[CH:5]=[C:4]([C:8]2[O:9][C:10]([CH3:13])=[N:11][N:12]=2)[CH:3]=1, predict the reactants needed to synthesize it. The reactants are: [Br:1][C:2]1[CH:3]=[C:4]([C:8]2[O:9][C:10]([CH3:13])=[N:11][N:12]=2)[CH:5]=[N:6][CH:7]=1.ClC1C=C(C=CC=1)C(OO)=[O:19]. (5) Given the product [O:14]1[CH2:13][CH2:12][N:11]([C:10]2[C:5]3[N:6]([C:17]([C:18]4[CH:19]=[CH:20][C:21]([N:24]5[CH2:25][CH2:26][N:27]([C:30]([O:32][C:33]([CH3:34])([CH3:35])[CH3:36])=[O:31])[CH2:28][CH2:29]5)=[N:22][CH:23]=4)=[C:3]([CH2:2][S:61][C:52]4[CH:53]=[CH:54][C:55]5[C:60](=[CH:59][CH:58]=[CH:57][CH:56]=5)[N:51]=4)[N:4]=3)[N:7]=[CH:8][CH:9]=2)[CH2:16][CH2:15]1, predict the reactants needed to synthesize it. The reactants are: O[CH2:2][C:3]1[N:4]=[C:5]2[C:10]([N:11]3[CH2:16][CH2:15][O:14][CH2:13][CH2:12]3)=[CH:9][CH:8]=[N:7][N:6]2[C:17]=1[C:18]1[CH:19]=[CH:20][C:21]([N:24]2[CH2:29][CH2:28][N:27]([C:30]([O:32][C:33]([CH3:36])([CH3:35])[CH3:34])=[O:31])[CH2:26][CH2:25]2)=[N:22][CH:23]=1.CCN(C(C)C)C(C)C.CS(Cl)(=O)=O.[N:51]1[C:60]2[C:55](=[CH:56][CH:57]=[CH:58][CH:59]=2)[CH:54]=[CH:53][C:52]=1[SH:61].C([O-])([O-])=O.[K+].[K+]. (6) Given the product [N+:12]([C:11]1[CH:10]=[CH:9][C:8]([C:15]([O:18][CH2:21][CH3:22])=[O:16])=[C:3]([CH:4]=[CH2:28])[CH:2]=1)([O-:14])=[O:13], predict the reactants needed to synthesize it. The reactants are: Br[C:2]1[C:11]([N+:12]([O-:14])=[O:13])=[CH:10][CH:9]=[CH:8][C:3]=1[C:4](OC)=O.[C:15]([O-:18])([O-])=[O:16].[K+].[K+].[C:21]1(C)C=CC=C[CH:22]=1.[CH2:28](O)C. (7) Given the product [C:1]([C:4]1[CH:5]=[CH:6][C:7]([CH2:8][CH:9]([CH2:17][CH2:18][C:19]2[CH:24]=[CH:23][CH:22]=[CH:21][C:20]=2[O:25][CH2:26][CH2:27][CH2:28][CH2:29][CH2:30][CH2:31][CH3:32])[CH2:10][CH2:11][CH2:12][CH2:13][C:14]([OH:16])=[O:15])=[CH:33][CH:34]=1)([OH:3])=[O:2], predict the reactants needed to synthesize it. The reactants are: [C:1]([C:4]1[CH:34]=[CH:33][C:7]([CH2:8][CH:9]([CH:17]=[CH:18][C:19]2[CH:24]=[CH:23][CH:22]=[CH:21][C:20]=2[O:25][CH2:26][CH2:27][CH2:28][CH2:29][CH2:30][CH2:31][CH3:32])[CH2:10][CH2:11][CH2:12][CH2:13][C:14]([OH:16])=[O:15])=[CH:6][CH:5]=1)([OH:3])=[O:2].[H][H].